The task is: Predict the reactants needed to synthesize the given product.. This data is from Full USPTO retrosynthesis dataset with 1.9M reactions from patents (1976-2016). (1) Given the product [NH:1]1[CH:5]=[N:4][C:3]([C:6]2[CH:7]=[C:8]3[C:12](=[CH:13][CH:14]=2)[NH:11][N:10]=[C:9]3[C:31]2[CH:30]=[C:29]([C:32]([NH:34][CH2:51][CH2:43][O:42][CH3:41])=[O:33])[CH:28]=[CH:27][CH:26]=2)=[N:2]1, predict the reactants needed to synthesize it. The reactants are: [NH:1]1[CH:5]=[N:4][C:3]([C:6]2[CH:7]=[C:8]3[C:12](=[CH:13][CH:14]=2)[N:11](C2CCCCO2)[N:10]=[C:9]3Br)=[N:2]1.BrC1[C:31]2[C:26](=[CH:27][CH:28]=[C:29]([C:32]([NH2:34])=[O:33])[CH:30]=2)N(C2CCCCO2)N=1.[CH3:41][O:42][CH:43](OC)N(C)C.NN.[C:51](O)(=O)C. (2) Given the product [C:1]([C:3]1[CH:8]=[CH:7][C:6]([C:17]2[CH:16]=[N:15][CH:14]=[CH:13][C:18]=2[S:19][C:20]([CH3:26])([CH3:27])[C:21]([O:23][CH2:24][CH3:25])=[O:22])=[CH:5][CH:4]=1)#[N:2], predict the reactants needed to synthesize it. The reactants are: [C:1]([C:3]1[CH:8]=[CH:7][C:6](B(O)O)=[CH:5][CH:4]=1)#[N:2].Br[C:13]1[CH:14]=[N:15][CH:16]=[CH:17][C:18]=1[S:19][C:20]([CH3:27])([CH3:26])[C:21]([O:23][CH2:24][CH3:25])=[O:22].C(#N)C.C(=O)([O-])[O-].[Na+].[Na+].